Dataset: Catalyst prediction with 721,799 reactions and 888 catalyst types from USPTO. Task: Predict which catalyst facilitates the given reaction. Reactant: Br[C:2]1[C:7]([CH3:8])=[CH:6][C:5]([NH:9][C:10](=[O:15])[C:11]([F:14])([F:13])[F:12])=[CH:4][C:3]=1[CH3:16].[Li+].[Br-].[Li]C(CC)C.CN([CH:27]=[O:28])C. Product: [F:12][C:11]([F:14])([F:13])[C:10]([NH:9][C:5]1[CH:6]=[C:7]([CH3:8])[C:2]([CH:27]=[O:28])=[C:3]([CH3:16])[CH:4]=1)=[O:15]. The catalyst class is: 677.